Dataset: Tyrosyl-DNA phosphodiesterase HTS with 341,365 compounds. Task: Binary Classification. Given a drug SMILES string, predict its activity (active/inactive) in a high-throughput screening assay against a specified biological target. (1) The molecule is Clc1nc(sc1C=O)Nc1c(OC)cccc1. The result is 0 (inactive). (2) The result is 0 (inactive). The drug is Clc1c(cc(NC(=O)C2OC(=O)c3c(C2)cccc3)cc1)C(F)(F)F. (3) The molecule is S(=O)(=O)(N1CCCC1)c1cc(NC(=O)C2N(CCC2)C(=O)c2sccc2)ccc1. The result is 0 (inactive). (4) The compound is o1cc(c2nc(Nc3ccncc3)c3c(n2)cccc3)cc1. The result is 0 (inactive). (5) The drug is o1c(CNC(c2ccc(OC)cc2)CC=C)ccc1. The result is 0 (inactive). (6) The molecule is O(c1c(C(=O)c2ccccc2)ccc(OC(=O)C)c1)C(=O)C. The result is 0 (inactive). (7) The molecule is O=C(N1CCC(CC1)CCC(=O)Nc1cc(OC)ccc1)c1cc(NC(=O)C)ccc1. The result is 0 (inactive). (8) The compound is FC(F)(F)c1c(C(OCC(=O)N2C3CC(CC(C3)(C)C)(C2)C)=O)cccc1. The result is 0 (inactive). (9) The molecule is Brc1ccc(S(=O)(=O)NC(C)C(=O)N)cc1. The result is 0 (inactive).